This data is from Merck oncology drug combination screen with 23,052 pairs across 39 cell lines. The task is: Regression. Given two drug SMILES strings and cell line genomic features, predict the synergy score measuring deviation from expected non-interaction effect. Drug 1: Cn1nnc2c(C(N)=O)ncn2c1=O. Drug 2: Cc1nc(Nc2ncc(C(=O)Nc3c(C)cccc3Cl)s2)cc(N2CCN(CCO)CC2)n1. Cell line: A2058. Synergy scores: synergy=35.8.